This data is from Catalyst prediction with 721,799 reactions and 888 catalyst types from USPTO. The task is: Predict which catalyst facilitates the given reaction. (1) Reactant: [CH3:1][O:2][C:3]1[CH:8]=[CH:7][N:6]=[C:5]([N:9]2[CH2:38][CH2:37][C:11]3([C:15](=[O:16])[N:14]([CH2:17][C:18]4[C:26]5[C:21](=[CH:22][CH:23]=[CH:24][CH:25]=5)[N:20](S(C5C=CC(C)=CC=5)(=O)=O)[CH:19]=4)[CH2:13][CH2:12]3)[CH2:10]2)[N:4]=1.C(=O)([O-])[O-].[Cs+].[Cs+]. Product: [NH:20]1[C:21]2[C:26](=[CH:25][CH:24]=[CH:23][CH:22]=2)[C:18]([CH2:17][N:14]2[CH2:13][CH2:12][C:11]3([CH2:37][CH2:38][N:9]([C:5]4[N:4]=[C:3]([O:2][CH3:1])[CH:8]=[CH:7][N:6]=4)[CH2:10]3)[C:15]2=[O:16])=[CH:19]1. The catalyst class is: 5. (2) Reactant: [NH:1]1[CH2:6][CH2:5][CH:4]([C:7]([O:9][C:10]([CH3:13])([CH3:12])[CH3:11])=[O:8])[CH2:3][CH2:2]1.[O:14]=[C:15]1[C:23]2[C:18](=[CH:19][C:20]([CH2:24][CH:25]=O)=[CH:21][CH:22]=2)[CH2:17][O:16]1.C(O[BH-](OC(=O)C)OC(=O)C)(=O)C.[Na+].C([O-])(O)=O.[Na+]. Product: [O:14]=[C:15]1[C:23]2[C:18](=[CH:19][C:20]([CH2:24][CH2:25][N:1]3[CH2:6][CH2:5][CH:4]([C:7]([O:9][C:10]([CH3:13])([CH3:12])[CH3:11])=[O:8])[CH2:3][CH2:2]3)=[CH:21][CH:22]=2)[CH2:17][O:16]1. The catalyst class is: 26. (3) Reactant: O.[C:2]([O:6][C:7]([NH:9][C@H:10]([C:15]([OH:17])=[O:16])[CH2:11][CH:12]([CH3:14])[CH3:13])=[O:8])([CH3:5])([CH3:4])[CH3:3].CC(C)([O-])C.[K+].C(O)(C)(C)C.Cl[CH2:30][C:31]([O:33][C@H:34]([CH2:63][N:64]([S:69]([C:72]1[CH:80]=[CH:79][C:75]2[O:76][CH2:77][O:78][C:74]=2[CH:73]=1)(=[O:71])=[O:70])[CH2:65][CH:66]([CH3:68])[CH3:67])[C@@H:35]([NH:51][C:52]([O:54][C@@H:55]1[C@H:62]2[C@H:58]([O:59][CH2:60][CH2:61]2)[O:57][CH2:56]1)=[O:53])[CH2:36][C:37]1[CH:42]=[CH:41][C:40]([O:43][CH2:44][C:45]2[N:46]=[C:47]([CH3:50])[S:48][CH:49]=2)=[CH:39][CH:38]=1)=[O:32]. Product: [C:2]([O:6][C:7]([NH:9][C@H:10]([C:15]([O:17][CH2:30][C:31]([O:33][C@H:34]([CH2:63][N:64]([S:69]([C:72]1[CH:80]=[CH:79][C:75]2[O:76][CH2:77][O:78][C:74]=2[CH:73]=1)(=[O:71])=[O:70])[CH2:65][CH:66]([CH3:68])[CH3:67])[C@@H:35]([NH:51][C:52]([O:54][C@@H:55]1[C@H:62]2[C@H:58]([O:59][CH2:60][CH2:61]2)[O:57][CH2:56]1)=[O:53])[CH2:36][C:37]1[CH:42]=[CH:41][C:40]([O:43][CH2:44][C:45]2[N:46]=[C:47]([CH3:50])[S:48][CH:49]=2)=[CH:39][CH:38]=1)=[O:32])=[O:16])[CH2:11][CH:12]([CH3:13])[CH3:14])=[O:8])([CH3:4])([CH3:3])[CH3:5]. The catalyst class is: 54. (4) Reactant: [Br:1]N1C(=O)CCC1=O.C1(P(C2C=CC=CC=2)C2C=CC=CC=2)C=CC=CC=1.O[C@H:29]1[CH2:34][C@H:33]2[C@H:35]3[C@H:44]([CH2:45][CH2:46][C@:31]2([CH3:32])[CH2:30]1)[C:43]1[CH:42]=[CH:41][C:40]([O:47][CH3:48])=[CH:39][C:38]=1[CH2:37][CH2:36]3. Product: [Br:1][C@@H:29]1[CH2:34][C@H:33]2[C@H:35]3[C@H:44]([CH2:45][CH2:46][C@:31]2([CH3:32])[CH2:30]1)[C:43]1[CH:42]=[CH:41][C:40]([O:47][CH3:48])=[CH:39][C:38]=1[CH2:37][CH2:36]3. The catalyst class is: 4.